This data is from Catalyst prediction with 721,799 reactions and 888 catalyst types from USPTO. The task is: Predict which catalyst facilitates the given reaction. (1) Reactant: [CH3:1][C:2]([C:5]1[C:10]([NH:11][C:12]([C:14]2[C:23](=[O:24])[C:22]3[CH:21]=[CH:20][CH:19]=[CH:18][C:17]=3[NH:16][CH:15]=2)=[O:13])=[CH:9][C:8]([OH:25])=[C:7]([C:26]([CH3:29])([CH3:28])[CH3:27])[CH:6]=1)([CH3:4])[CH3:3].CO. Product: [CH3:4][C:2]([C:5]1[C:10]([NH:11][C:12]([C:14]2[C:23](=[O:24])[C:22]3[CH:21]=[CH:20][CH:19]=[CH:18][C:17]=3[NH:16][CH:15]=2)=[O:13])=[CH:9][C:8]([OH:25])=[C:7]([C:26]([CH3:29])([CH3:28])[CH3:27])[CH:6]=1)([CH3:1])[CH3:3]. The catalyst class is: 13. (2) Reactant: [N:1]1([CH:7]2[CH2:12][CH2:11][CH:10]([O:13][C:14]3[C:25]4[C:24]5[C@@H:23]([CH2:26][CH2:27][OH:28])[CH2:22][CH2:21][C:20]=5[S:19][C:18]=4[N:17]=[CH:16][N:15]=3)[CH2:9][CH2:8]2)[CH2:6][CH2:5][O:4][CH2:3][CH2:2]1.[CH3:29][S:30](Cl)(=[O:32])=[O:31].C(N(CC)CC)C. Product: [CH3:29][S:30]([O:28][CH2:27][CH2:26][C@H:23]1[CH2:22][CH2:21][C:20]2[S:19][C:18]3[N:17]=[CH:16][N:15]=[C:14]([O:13][CH:10]4[CH2:9][CH2:8][CH:7]([N:1]5[CH2:2][CH2:3][O:4][CH2:5][CH2:6]5)[CH2:12][CH2:11]4)[C:25]=3[C:24]1=2)(=[O:32])=[O:31]. The catalyst class is: 454.